From a dataset of Forward reaction prediction with 1.9M reactions from USPTO patents (1976-2016). Predict the product of the given reaction. (1) Given the reactants C=[C:2]1[CH2:7][CH2:6][CH:5]([C:8]2[CH:13]=[C:12]([N:14]([CH2:23][O:24][CH2:25][CH2:26][Si:27]([CH3:30])([CH3:29])[CH3:28])[CH2:15][O:16][CH2:17][CH2:18][Si:19]([CH3:22])([CH3:21])[CH3:20])[N:11]3[N:31]=[CH:32][CH:33]=[C:10]3[N:9]=2)[CH2:4][CH2:3]1.N1C(C)=CC=CC=1C.O.[O-:43]S([O-])(=S)=O.[Na+].[Na+], predict the reaction product. The product is: [CH3:30][Si:27]([CH3:29])([CH3:28])[CH2:26][CH2:25][O:24][CH2:23][N:14]([CH2:15][O:16][CH2:17][CH2:18][Si:19]([CH3:20])([CH3:21])[CH3:22])[C:12]1[N:11]2[N:31]=[CH:32][CH:33]=[C:10]2[N:9]=[C:8]([CH:5]2[CH2:4][CH2:3][C:2](=[O:43])[CH2:7][CH2:6]2)[CH:13]=1. (2) Given the reactants [Cl:1][CH:2]([C:15]1[CH:20]=[CH:19][CH:18]=[CH:17][CH:16]=1)[C:3]([C:5]1[C:13]2[C:8](=[CH:9][C:10]([F:14])=[CH:11][CH:12]=2)[NH:7][CH:6]=1)=[O:4].[H-].[Na+].CC1C=CC(S(O[CH2:34][CH2:35][O:36][C:37]([CH3:40])([CH3:39])[CH3:38])(=O)=O)=CC=1, predict the reaction product. The product is: [C:37]([O:36][CH2:35][CH2:34][N:7]1[C:8]2[C:13](=[CH:12][CH:11]=[C:10]([F:14])[CH:9]=2)[C:5]([C:3](=[O:4])[CH:2]([Cl:1])[C:15]2[CH:20]=[CH:19][CH:18]=[CH:17][CH:16]=2)=[CH:6]1)([CH3:40])([CH3:39])[CH3:38]. (3) Given the reactants [F:1][C:2]1[CH:10]=[C:9]([F:11])[CH:8]=[C:7]2[C:3]=1[CH:4]=[N:5][NH:6]2.[OH-].[K+].[I:14]I, predict the reaction product. The product is: [F:1][C:2]1[CH:10]=[C:9]([F:11])[CH:8]=[C:7]2[C:3]=1[C:4]([I:14])=[N:5][NH:6]2. (4) Given the reactants C(N(CC)C(=O)[O:5][C:6]1[CH:11]=[CH:10][CH:9]=[C:8]([Cl:12])[C:7]=1[CH2:13][CH3:14])C.[OH-].[Na+], predict the reaction product. The product is: [Cl:12][C:8]1[C:7]([CH2:13][CH3:14])=[C:6]([OH:5])[CH:11]=[CH:10][CH:9]=1. (5) The product is: [OH:8][C:9]1[CH:17]=[C:16]([OH:18])[C:15]([CH:26]([CH3:27])[CH3:28])=[CH:14][C:10]=1[C:11]1[N:45]([C:41]2[CH:40]=[C:39]3[C:44](=[CH:43][CH:42]=2)[N:36]([CH3:35])[CH:37]=[CH:38]3)[C:57]([OH:58])=[N:55][N:49]=1. Given the reactants C([O:8][C:9]1[CH:17]=[C:16]([O:18]CC2C=CC=CC=2)[C:15]([CH:26]([CH3:28])[CH3:27])=[CH:14][C:10]=1[C:11](O)=O)C1C=CC=CC=1.C(Cl)(=O)C(Cl)=O.[CH3:35][N:36]1[C:44]2[C:39](=[CH:40][C:41]([NH2:45])=[CH:42][CH:43]=2)[C:38](C)=[CH:37]1.C([N:49](CC)CC)C.C[N:55]([CH:57]=[O:58])C, predict the reaction product. (6) Given the reactants [C:1]([O:5][C:6]([N:8]1[CH2:12][CH2:11][CH2:10][C@H:9]1[CH2:13][O:14][CH2:15][C:16]([OH:18])=O)=[O:7])([CH3:4])([CH3:3])[CH3:2].ON1C2N=CC=CC=2N=N1.Cl.C(N=C=NCCCN(C)C)C.[CH3:41][N:42]([C@@H:59]([C:67](=[O:70])[NH:68][CH3:69])[CH2:60][C:61]1[CH:66]=[CH:65][CH:64]=[CH:63][CH:62]=1)[C:43](=[O:58])[C@H:44]([NH:56][CH3:57])[CH2:45][C:46]1[CH:55]=[CH:54][C:53]2[C:48](=[CH:49][CH:50]=[CH:51][CH:52]=2)[CH:47]=1.C(N(C(C)C)CC)(C)C, predict the reaction product. The product is: [C:1]([O:5][C:6]([N:8]1[CH2:12][CH2:11][CH2:10][C@H:9]1[CH2:13][O:14][CH2:15][C:16](=[O:18])[N:56]([CH3:57])[C@@H:44]([C:43](=[O:58])[N:42]([CH3:41])[C@@H:59]([C:67](=[O:70])[NH:68][CH3:69])[CH2:60][C:61]1[CH:66]=[CH:65][CH:64]=[CH:63][CH:62]=1)[CH2:45][C:46]1[CH:55]=[CH:54][C:53]2[C:48](=[CH:49][CH:50]=[CH:51][CH:52]=2)[CH:47]=1)=[O:7])([CH3:2])([CH3:3])[CH3:4]. (7) Given the reactants [N+:1]([C:4]1[CH:13]=[CH:12][C:7]2[S:8][CH2:9][CH2:10][NH:11][C:6]=2[CH:5]=1)([O-:3])=[O:2].Cl[CH2:15][C:16](Cl)=[O:17].Cl.[NH2:20][CH2:21][CH2:22][OH:23], predict the reaction product. The product is: [OH:17][CH2:16][CH2:15][NH:20][CH2:21][C:22]([N:11]1[CH2:10][CH2:9][S:8][C:7]2[CH:12]=[CH:13][C:4]([N+:1]([O-:3])=[O:2])=[CH:5][C:6]1=2)=[O:23].